Dataset: Forward reaction prediction with 1.9M reactions from USPTO patents (1976-2016). Task: Predict the product of the given reaction. (1) Given the reactants [CH3:1][O:2][C:3]1[CH:8]=[C:7]([O:9][CH3:10])[CH:6]=[C:5]([O:11][CH3:12])[C:4]=1[CH:13]1[NH:18][C:17](=[O:19])[CH2:16][CH2:15][CH2:14]1.Br[CH2:21][C:22]1[CH:27]=[CH:26][C:25]([O:28][C:29]([F:32])([F:31])[F:30])=[CH:24][CH:23]=1, predict the reaction product. The product is: [F:30][C:29]([F:31])([F:32])[O:28][C:25]1[CH:26]=[CH:27][C:22]([CH2:21][N:18]2[CH:13]([C:4]3[C:3]([O:2][CH3:1])=[CH:8][C:7]([O:9][CH3:10])=[CH:6][C:5]=3[O:11][CH3:12])[CH2:14][CH2:15][CH2:16][C:17]2=[O:19])=[CH:23][CH:24]=1. (2) Given the reactants [ClH:1].[F:2][C:3]1[CH:8]=[CH:7][CH:6]=[C:5]([OH:9])[C:4]=1[C:10]1[N:19]=[C:18]([N:20]2[CH2:24][CH2:23][C@@H:22]([NH:25][C:26](=[O:32])[O:27][CH2:28][CH2:29][O:30][CH3:31])[CH2:21]2)[C:17]2[C:12](=[CH:13][C:14]([CH3:33])=[CH:15][CH:16]=2)[N:11]=1, predict the reaction product. The product is: [ClH:1].[F:2][C:3]1[CH:8]=[CH:7][CH:6]=[C:5]([OH:9])[C:4]=1[C:10]1[N:19]=[C:18]([N:20]2[CH2:24][CH2:23][C@@H:22]([NH:25][C:26](=[O:32])[O:27][CH2:28][CH2:29][O:30][CH3:31])[CH2:21]2)[C:17]2[C:12](=[CH:13][C:14]([CH3:33])=[CH:15][CH:16]=2)[N:11]=1.